This data is from Reaction yield outcomes from USPTO patents with 853,638 reactions. The task is: Predict the reaction yield, written as a fraction of the theoretical maximum amount of product (1.0 means a 100% yield; for example, 0.34 means a 34% yield). (1) The reactants are [N+:1]([C:4]1[CH:5]=[C:6]2[C:10](=[CH:11][CH:12]=1)[NH:9][CH2:8][CH2:7]2)([O-:3])=[O:2].[C:13](O[C:13]([O:15][C:16]([CH3:19])([CH3:18])[CH3:17])=[O:14])([O:15][C:16]([CH3:19])([CH3:18])[CH3:17])=[O:14].O. The catalyst is ClCCl. The product is [N+:1]([C:4]1[CH:5]=[C:6]2[C:10](=[CH:11][CH:12]=1)[N:9]([C:13]([O:15][C:16]([CH3:19])([CH3:18])[CH3:17])=[O:14])[CH2:8][CH2:7]2)([O-:3])=[O:2]. The yield is 0.990. (2) The reactants are Cl[C:2]1[N:9]=[C:8]([CH3:10])[CH:7]=[C:6](Cl)[C:3]=1[C:4]#[N:5].[CH3:12][O-:13].[Na+].C[C:16]([OH:18])=O. The catalyst is CO. The product is [CH3:12][O:13][C:2]1[N:9]=[C:8]([CH3:10])[CH:7]=[C:6]([O:18][CH3:16])[C:3]=1[C:4]#[N:5]. The yield is 0.950. (3) The reactants are C[O:2][C:3]1[CH:4]=[C:5]2[C:10](=[CH:11][CH:12]=1)[N:9]=[C:8]([C:13]1[CH:18]=[CH:17][CH:16]=[C:15]([N+:19]([O-:21])=[O:20])[CH:14]=1)[NH:7][C:6]2=[O:22].B(Br)(Br)Br.C([O-])(O)=O.[Na+]. The catalyst is C(Cl)Cl. The product is [OH:2][C:3]1[CH:4]=[C:5]2[C:10](=[CH:11][CH:12]=1)[N:9]=[C:8]([C:13]1[CH:18]=[CH:17][CH:16]=[C:15]([N+:19]([O-:21])=[O:20])[CH:14]=1)[NH:7][C:6]2=[O:22]. The yield is 0.800. (4) The reactants are C([N:14]1[CH2:17][CH:16]([O:18][CH:19]([C:30]2[CH:35]=[CH:34][C:33]([F:36])=[CH:32][CH:31]=2)[C:20]2[CH:25]=[CH:24][CH:23]=[CH:22][C:21]=2[C:26]([F:29])([F:28])[F:27])[CH2:15]1)(C1C=CC=CC=1)C1C=CC=CC=1.Cl.FC(F)(F)C1C=CC=CC=1C(OC1CNC1)C1C=CC([Cl:49])=CC=1. No catalyst specified. The product is [ClH:49].[F:29][C:26]([F:27])([F:28])[C:21]1[CH:22]=[CH:23][CH:24]=[CH:25][C:20]=1[CH:19]([O:18][CH:16]1[CH2:17][NH:14][CH2:15]1)[C:30]1[CH:35]=[CH:34][C:33]([F:36])=[CH:32][CH:31]=1. The yield is 0.550. (5) The reactants are [CH3:1][S:2][C:3](SC)=[N:4][S:5]([CH3:8])(=[O:7])=[O:6].[CH3:11][NH2:12].C1COCC1. The yield is 0.700. The catalyst is CO. The product is [CH3:8][S:5]([NH:4][C:3]([S:2][CH3:1])=[N:12][CH3:11])(=[O:7])=[O:6]. (6) The reactants are [NH2:1][C:2]1[N:3]([CH3:24])[C:4](=[O:23])[C:5]2([C:15]3[C:10](=[CH:11][CH:12]=[C:13](Br)[CH:14]=3)[O:9][CH:8]([C:17]3[CH:22]=[CH:21][CH:20]=[CH:19][CH:18]=3)[CH2:7]2)[N:6]=1.[F:25][C:26]([F:37])([F:36])[C:27]1[CH:28]=[C:29](B(O)O)[CH:30]=[CH:31][CH:32]=1. The catalyst is O1CCOCC1.C([O-])([O-])=O.[Cs+].[Cs+].Cl[Pd](Cl)([P](C1C=CC=CC=1)(C1C=CC=CC=1)C1C=CC=CC=1)[P](C1C=CC=CC=1)(C1C=CC=CC=1)C1C=CC=CC=1. The product is [NH2:1][C:2]1[N:3]([CH3:24])[C:4](=[O:23])[C:5]2([C:15]3[C:10](=[CH:11][CH:12]=[C:13]([C:31]4[CH:30]=[CH:29][CH:28]=[C:27]([C:26]([F:37])([F:36])[F:25])[CH:32]=4)[CH:14]=3)[O:9][CH:8]([C:17]3[CH:22]=[CH:21][CH:20]=[CH:19][CH:18]=3)[CH2:7]2)[N:6]=1. The yield is 0.180. (7) The reactants are [Cl:1][C:2]1[CH:3]=[C:4]([CH:7]=[C:8]([O:10]C)[CH:9]=1)[CH:5]=[O:6].B(Br)(Br)Br.O. The catalyst is C(Cl)Cl. The product is [Cl:1][C:2]1[CH:3]=[C:4]([CH:7]=[C:8]([OH:10])[CH:9]=1)[CH:5]=[O:6]. The yield is 0.250. (8) The reactants are [Br:1][C:2]1[CH:3]=[C:4]([C:8]2([C:11]#N)[CH2:10][CH2:9]2)[CH:5]=[CH:6][CH:7]=1.C(O)C[OH:15].[OH-:17].[K+].Cl. The catalyst is O. The product is [Br:1][C:2]1[CH:3]=[C:4]([C:8]2([C:11]([OH:15])=[O:17])[CH2:10][CH2:9]2)[CH:5]=[CH:6][CH:7]=1. The yield is 0.870. (9) The reactants are [Cl:1][C:2]1[CH:10]=[C:9]2[C:5]([C:6]([C:11]([N:13]3[CH2:18][CH2:17][C:16]4([C:22]5[CH:23]=[CH:24][CH:25]=[CH:26][C:21]=5[CH2:20][O:19]4)[CH2:15][CH2:14]3)=[O:12])=[CH:7][NH:8]2)=[CH:4][CH:3]=1.Cl[CH2:28][C:29]1[CH:34]=[CH:33][N:32]=[C:31]([CH3:35])[CH:30]=1. No catalyst specified. The product is [Cl:1][C:2]1[CH:10]=[C:9]2[C:5]([C:6]([C:11]([N:13]3[CH2:18][CH2:17][C:16]4([C:22]5[CH:23]=[CH:24][CH:25]=[CH:26][C:21]=5[CH2:20][O:19]4)[CH2:15][CH2:14]3)=[O:12])=[CH:7][N:8]2[CH2:28][C:29]2[CH:34]=[CH:33][N:32]=[C:31]([CH3:35])[CH:30]=2)=[CH:4][CH:3]=1. The yield is 0.560. (10) The product is [Cl:2][C:3]1[CH:4]=[CH:5][N:6]=[CH:7][C:8]=1[C:9]([NH:13][CH3:12])=[O:10]. The reactants are Cl.[Cl:2][C:3]1[C:8]([C:9](Cl)=[O:10])=[CH:7][N:6]=[CH:5][CH:4]=1.[CH3:12][NH2:13]. The catalyst is C1COCC1. The yield is 0.240.